From a dataset of NCI-60 drug combinations with 297,098 pairs across 59 cell lines. Regression. Given two drug SMILES strings and cell line genomic features, predict the synergy score measuring deviation from expected non-interaction effect. (1) Drug 1: CC1=CC=C(C=C1)C2=CC(=NN2C3=CC=C(C=C3)S(=O)(=O)N)C(F)(F)F. Drug 2: CC1C(C(CC(O1)OC2CC(OC(C2O)C)OC3=CC4=CC5=C(C(=O)C(C(C5)C(C(=O)C(C(C)O)O)OC)OC6CC(C(C(O6)C)O)OC7CC(C(C(O7)C)O)OC8CC(C(C(O8)C)O)(C)O)C(=C4C(=C3C)O)O)O)O. Cell line: UO-31. Synergy scores: CSS=26.1, Synergy_ZIP=-0.0836, Synergy_Bliss=0.917, Synergy_Loewe=-27.8, Synergy_HSA=0.716. (2) Cell line: MOLT-4. Drug 1: CC=C1C(=O)NC(C(=O)OC2CC(=O)NC(C(=O)NC(CSSCCC=C2)C(=O)N1)C(C)C)C(C)C. Synergy scores: CSS=92.1, Synergy_ZIP=0.250, Synergy_Bliss=1.45, Synergy_Loewe=-20.0, Synergy_HSA=1.45. Drug 2: CN(CC1=CN=C2C(=N1)C(=NC(=N2)N)N)C3=CC=C(C=C3)C(=O)NC(CCC(=O)O)C(=O)O. (3) Drug 2: C1=NC2=C(N=C(N=C2N1C3C(C(C(O3)CO)O)F)Cl)N. Cell line: IGROV1. Synergy scores: CSS=0.783, Synergy_ZIP=-2.05, Synergy_Bliss=-4.19, Synergy_Loewe=-3.08, Synergy_HSA=-2.77. Drug 1: CN1C2=C(C=C(C=C2)N(CCCl)CCCl)N=C1CCCC(=O)O.Cl.